From a dataset of Full USPTO retrosynthesis dataset with 1.9M reactions from patents (1976-2016). Predict the reactants needed to synthesize the given product. (1) Given the product [Cl:8][C:9]1[CH:10]=[C:11]([CH2:15][C:16]([C:5]2[CH:6]=[CH:7][C:2]([Cl:1])=[CH:3][CH:4]=2)=[O:18])[CH:12]=[CH:13][CH:14]=1, predict the reactants needed to synthesize it. The reactants are: [Cl:1][C:2]1[CH:7]=[CH:6][CH:5]=[CH:4][CH:3]=1.[Cl:8][C:9]1[CH:10]=[C:11]([CH2:15][C:16]([OH:18])=O)[CH:12]=[CH:13][CH:14]=1.CN(C)C=O.S(Cl)(Cl)=O.[Cl-].[Al+3].[Cl-].[Cl-]. (2) Given the product [Br:1][C:2]1[CH:10]=[CH:9][C:8]([O:11][CH3:12])=[CH:7][C:3]=1[CH2:4][OH:5], predict the reactants needed to synthesize it. The reactants are: [Br:1][C:2]1[CH:10]=[CH:9][C:8]([O:11][CH3:12])=[CH:7][C:3]=1[C:4](O)=[O:5].CSC.B.Cl.